From a dataset of Catalyst prediction with 721,799 reactions and 888 catalyst types from USPTO. Predict which catalyst facilitates the given reaction. (1) Reactant: S(=O)(=O)(O)O.[CH3:6][C:7]([C:9]1[CH:10]=[CH:11][C:12]([OH:16])=[CH:13][C:14]=1[OH:15])=[O:8].[CH3:17][C:18](O)([CH3:20])[CH3:19]. Product: [C:18]([C:11]1[C:12]([OH:16])=[CH:13][C:14]([OH:15])=[C:9]([C:7](=[O:8])[CH3:6])[CH:10]=1)([CH3:20])([CH3:19])[CH3:17]. The catalyst class is: 55. (2) Reactant: [F:1][C:2]([F:19])([F:18])[CH:3]([OH:17])[CH2:4][C:5]([C:8]1[CH:13]=[CH:12][C:11]([F:14])=[CH:10][C:9]=1[O:15][CH3:16])([CH3:7])[CH3:6].CC(OI1(OC(C)=O)(OC(C)=O)OC(=O)C2C=CC=CC1=2)=O. Product: [F:19][C:2]([F:1])([F:18])[C:3](=[O:17])[CH2:4][C:5]([C:8]1[CH:13]=[CH:12][C:11]([F:14])=[CH:10][C:9]=1[O:15][CH3:16])([CH3:7])[CH3:6]. The catalyst class is: 4. (3) Reactant: [F:1][C:2]1[CH:7]=[CH:6][C:5]([C@@H:8]([NH:21][C:22]([C:24]2[C:25]([OH:35])=[N:26][C:27]([N:30]3[CH:34]=[CH:33][CH:32]=[N:31]3)=[N:28][CH:29]=2)=[O:23])[C:9]2[CH:14]=[CH:13][C:12]([P:15]([CH3:20])(=[O:19])[O:16]CC)=[CH:11][CH:10]=2)=[CH:4][CH:3]=1.[OH-].[Na+]. Product: [F:1][C:2]1[CH:3]=[CH:4][C:5]([C@@H:8]([NH:21][C:22]([C:24]2[C:25]([OH:35])=[N:26][C:27]([N:30]3[CH:34]=[CH:33][CH:32]=[N:31]3)=[N:28][CH:29]=2)=[O:23])[C:9]2[CH:10]=[CH:11][C:12]([P:15]([CH3:20])(=[O:16])[OH:19])=[CH:13][CH:14]=2)=[CH:6][CH:7]=1. The catalyst class is: 12. (4) Reactant: C(N(CC)CC)C.[NH2:8][CH2:9][C:10]1[C:18]2[S:17](=[O:20])(=[O:19])[N:16]=[C:15]([C:21]3[C:22](=[O:37])[N:23]([NH:32][CH2:33][CH:34]4[CH2:36][CH2:35]4)[C:24]4[C:29]([C:30]=3[OH:31])=[CH:28][CH:27]=[CH:26][CH:25]=4)[NH:14][C:13]=2[S:12][CH:11]=1.[CH3:38][S:39](Cl)(=[O:41])=[O:40]. Product: [CH:34]1([CH2:33][NH:32][N:23]2[C:24]3[C:29](=[CH:28][CH:27]=[CH:26][CH:25]=3)[C:30]([OH:31])=[C:21]([C:15]3[NH:14][C:13]4[S:12][CH:11]=[C:10]([CH2:9][NH:8][S:39]([CH3:38])(=[O:41])=[O:40])[C:18]=4[S:17](=[O:19])(=[O:20])[N:16]=3)[C:22]2=[O:37])[CH2:35][CH2:36]1. The catalyst class is: 9. (5) Reactant: [C:1]([N:8]1[CH:12]=[CH:11]N=C1)([N:3]1[CH:7]=[CH:6]N=C1)=[O:2].C(OC(=O)[NH:19][C:20]1[CH:25]=[CH:24][CH:23]=[CH:22][C:21]=1[NH:26][C:27]([C:29]1[S:30]C(CN)=[CH:32][CH:33]=1)=[O:28])(C)(C)C.F[C:38](F)(F)C(O)=O.C([O-])(O)=O.[Na+]. Product: [NH2:19][C:20]1[CH:25]=[CH:24][CH:23]=[CH:22][C:21]=1[NH:26][C:27]([C:29]1[S:30][C:11]([CH2:12][NH:8][C:1]([NH:3][CH2:7][C:6]#[CH:38])=[O:2])=[CH:32][CH:33]=1)=[O:28]. The catalyst class is: 1. (6) Reactant: [CH3:1][NH:2][C@H:3]([C:11](O)=[O:12])[CH2:4][C:5]1[CH:10]=[CH:9][CH:8]=[CH:7][CH:6]=1.[H-].[Al+3].[Li+].[H-].[H-].[H-].[Li].[OH-].[Na+]. Product: [CH3:1][NH:2][C@@H:3]([CH2:4][C:5]1[CH:10]=[CH:9][CH:8]=[CH:7][CH:6]=1)[CH2:11][OH:12]. The catalyst class is: 1. (7) Reactant: [Cl:1][C:2]1[CH:7]=[CH:6][C:5]([C@@H:8]([OH:13])[C:9]([F:12])([F:11])[F:10])=[C:4]([N:14]2[CH:18]=[CH:17][C:16]([CH3:19])=[N:15]2)[CH:3]=1.[Cl:20][C:21]1[CH:26]=[C:25](Cl)[N:24]=[C:23]([S:28][CH3:29])[N:22]=1.C([O-])([O-])=O.[Cs+].[Cs+]. Product: [Cl:20][C:21]1[CH:26]=[C:25]([O:13][C@H:8]([C:5]2[CH:6]=[CH:7][C:2]([Cl:1])=[CH:3][C:4]=2[N:14]2[CH:18]=[CH:17][C:16]([CH3:19])=[N:15]2)[C:9]([F:12])([F:11])[F:10])[N:24]=[C:23]([S:28][CH3:29])[N:22]=1. The catalyst class is: 12. (8) Reactant: [F:1][C:2]1[CH:7]=[CH:6][C:5]([C:8]([NH:10][O:11][CH3:12])=[O:9])=[CH:4][C:3]=1[NH:13][C:14]1[C:19]2=[C:20]([CH:26]([CH3:28])[CH3:27])[C:21]([C:23]([OH:25])=O)=[CH:22][N:18]2[N:17]=[CH:16][N:15]=1.Cl.[CH2:30]([NH2:32])[CH3:31].CN([P+](ON1N=NC2C=CC=CC1=2)(N(C)C)N(C)C)C.F[P-](F)(F)(F)(F)F.CN1CCOCC1. Product: [CH2:30]([NH:32][C:23]([C:21]1[C:20]([CH:26]([CH3:27])[CH3:28])=[C:19]2[N:18]([CH:22]=1)[N:17]=[CH:16][N:15]=[C:14]2[NH:13][C:3]1[CH:4]=[C:5]([C:8]([NH:10][O:11][CH3:12])=[O:9])[CH:6]=[CH:7][C:2]=1[F:1])=[O:25])[CH3:31]. The catalyst class is: 9.